This data is from Full USPTO retrosynthesis dataset with 1.9M reactions from patents (1976-2016). The task is: Predict the reactants needed to synthesize the given product. (1) Given the product [Cl:1][C:2]1[CH:3]=[C:4]([CH:10]=[C:11]([CH3:15])[C:12]=1[CH2:13][N:27]1[CH2:28][CH2:29][CH2:30][C@H:25]([N:17]([CH3:16])[C:18]([O:19][C:20]([CH3:22])([CH3:21])[CH3:23])=[O:24])[CH2:26]1)[C:5]([O:7][CH2:8][CH3:9])=[O:6], predict the reactants needed to synthesize it. The reactants are: [Cl:1][C:2]1[CH:3]=[C:4]([CH:10]=[C:11]([CH3:15])[C:12]=1[CH:13]=O)[C:5]([O:7][CH2:8][CH3:9])=[O:6].[CH3:16][N:17]([C@H:25]1[CH2:30][CH2:29][CH2:28][NH:27][CH2:26]1)[C:18](=[O:24])[O:19][C:20]([CH3:23])([CH3:22])[CH3:21]. (2) The reactants are: C([C@@H]1N(C(=O)C2C=CC(OC3C=CC=CC=3)=CC=2)C[C@H](CC(C)C)NC1=O)C(C)C.[CH2:31]([C@@H:35]1[NH:40][CH2:39][C@H:38]([CH2:41][CH:42]([CH3:44])[CH3:43])[NH:37][C:36]1=[O:45])[CH:32]([CH3:34])[CH3:33].[C:46]1([C:52]2[S:53][CH:54]=[C:55]([C:57](O)=[O:58])[N:56]=2)[CH:51]=[CH:50][CH:49]=[CH:48][CH:47]=1. Given the product [CH2:31]([C@@H:35]1[N:40]([C:57]([C:55]2[N:56]=[C:52]([C:46]3[CH:47]=[CH:48][CH:49]=[CH:50][CH:51]=3)[S:53][CH:54]=2)=[O:58])[CH2:39][C@H:38]([CH2:41][CH:42]([CH3:44])[CH3:43])[NH:37][C:36]1=[O:45])[CH:32]([CH3:34])[CH3:33], predict the reactants needed to synthesize it. (3) The reactants are: [Cl:1][C:2]1[CH:10]=[C:9]([F:11])[CH:8]=[CH:7][C:3]=1[C:4]([OH:6])=[O:5].[N+:12]([O-])([O-:14])=[O:13].[K+]. Given the product [Cl:1][C:2]1[CH:10]=[C:9]([F:11])[C:8]([N+:12]([O-:14])=[O:13])=[CH:7][C:3]=1[C:4]([OH:6])=[O:5], predict the reactants needed to synthesize it. (4) Given the product [C:25]([N:28]1[CH2:32][CH2:31][N:30]([C:2]2[CH:7]=[CH:6][C:5]([C:8]([N:10]3[CH2:15][CH2:14][N:13]([C:16]4[C:21]([CH3:22])=[CH:20][C:19]([CH3:23])=[C:18]([CH3:24])[N:17]=4)[CH2:12][CH2:11]3)=[O:9])=[CH:4][CH:3]=2)[C:29]1=[O:33])(=[O:27])[CH3:26], predict the reactants needed to synthesize it. The reactants are: I[C:2]1[CH:7]=[CH:6][C:5]([C:8]([N:10]2[CH2:15][CH2:14][N:13]([C:16]3[C:21]([CH3:22])=[CH:20][C:19]([CH3:23])=[C:18]([CH3:24])[N:17]=3)[CH2:12][CH2:11]2)=[O:9])=[CH:4][CH:3]=1.[C:25]([N:28]1[CH2:32][CH2:31][NH:30][C:29]1=[O:33])(=[O:27])[CH3:26]. (5) Given the product [C:1]1([C:6]2[S:14][C:13]3[C:12]([C:15]([NH2:16])=[O:33])=[CH:11][N:10]=[C:9]([NH:17][CH2:18][C:19]4[CH:24]=[CH:23][C:22]([O:25][CH3:26])=[CH:21][CH:20]=4)[C:8]=3[CH:7]=2)[CH2:5][CH2:4][CH2:3][CH:2]=1, predict the reactants needed to synthesize it. The reactants are: [C:1]1([C:6]2[S:14][C:13]3[C:12]([C:15]#[N:16])=[CH:11][N:10]=[C:9]([NH:17][CH2:18][C:19]4[CH:24]=[CH:23][C:22]([O:25][CH3:26])=[CH:21][CH:20]=4)[C:8]=3[CH:7]=2)[CH2:5][CH2:4][CH2:3][CH:2]=1.[OH-].[K+].C([OH:33])(C)(C)C. (6) Given the product [Br:12][C:5]1[CH:4]=[C:3]([Cl:13])[CH:2]=[C:11]2[C:6]=1[CH:7]=[CH:8][CH:9]=[N:10]2, predict the reactants needed to synthesize it. The reactants are: N[C:2]1[C:3]([Cl:13])=[CH:4][C:5]([Br:12])=[C:6]2[C:11]=1[N:10]=[CH:9][CH:8]=[CH:7]2.S(=O)(=O)(O)O.N([O-])=O.[Na+].N1C2C(=CC=CC=2)C=CC=1.O[PH2]=O.[OH-].[Na+]. (7) Given the product [CH2:31]([O:30][C:27]1[CH:26]=[N:25][C:24]([C:20]2[CH:19]=[C:18]([CH:23]=[CH:22][CH:21]=2)[CH2:17][C:12]2[C:13](=[O:16])[CH:14]=[CH:15][N:10]([C:8]3[CH:7]=[N:6][N:5]([CH:3]4[CH2:2][N:1]([CH3:33])[CH2:4]4)[CH:9]=3)[N:11]=2)=[N:29][CH:28]=1)[CH3:32], predict the reactants needed to synthesize it. The reactants are: [NH:1]1[CH2:4][CH:3]([N:5]2[CH:9]=[C:8]([N:10]3[CH:15]=[CH:14][C:13](=[O:16])[C:12]([CH2:17][C:18]4[CH:23]=[CH:22][CH:21]=[C:20]([C:24]5[N:29]=[CH:28][C:27]([O:30][CH2:31][CH3:32])=[CH:26][N:25]=5)[CH:19]=4)=[N:11]3)[CH:7]=[N:6]2)[CH2:2]1.[C:33]([O-])([O-])=O.[Cs+].[Cs+].IC.[NH4+].[Cl-].